Dataset: TCR-epitope binding with 47,182 pairs between 192 epitopes and 23,139 TCRs. Task: Binary Classification. Given a T-cell receptor sequence (or CDR3 region) and an epitope sequence, predict whether binding occurs between them. (1) The epitope is VTIAEILLI. The TCR CDR3 sequence is CASSLAPGSYEQYF. Result: 1 (the TCR binds to the epitope). (2) The epitope is KRWIILGLNK. The TCR CDR3 sequence is CSAREGQGSIEQYF. Result: 1 (the TCR binds to the epitope). (3) The epitope is IVTDFSVIK. The TCR CDR3 sequence is CASSSDRRDEPQHF. Result: 0 (the TCR does not bind to the epitope). (4) The epitope is NLDSKVGGNY. The TCR CDR3 sequence is CSVAFGFHTDTQYF. Result: 1 (the TCR binds to the epitope).